From a dataset of Reaction yield outcomes from USPTO patents with 853,638 reactions. Predict the reaction yield, written as a fraction of the theoretical maximum amount of product (1.0 means a 100% yield; for example, 0.34 means a 34% yield). (1) The reactants are [O:1]1[C:5]2([CH2:10][CH2:9][CH:8]([NH:11][C:12]3[NH:16][N:15]=[CH:14][CH:13]=3)[CH2:7][CH2:6]2)[O:4][CH2:3][CH2:2]1.N12CCCN=C1CCCCC2.[C:28]([C:30]1[CH:35]=[CH:34][CH:33]=[CH:32][C:31]=1[C:36]1[CH:41]=[CH:40][C:39]([CH2:42][CH:43]([C:48](=O)[CH2:49][CH2:50][CH2:51][CH3:52])[C:44](OC)=[O:45])=[CH:38][C:37]=1[F:54])#[N:29].C(OCC)(=O)C. The catalyst is CCN(C1C=CC=CC=1)CC.O. The product is [CH2:49]([C:48]1[N:16]2[N:15]=[CH:14][CH:13]=[C:12]2[N:11]([CH:8]2[CH2:7][CH2:6][C:5]3([O:4][CH2:3][CH2:2][O:1]3)[CH2:10][CH2:9]2)[C:44](=[O:45])[C:43]=1[CH2:42][C:39]1[CH:40]=[CH:41][C:36]([C:31]2[C:30]([C:28]#[N:29])=[CH:35][CH:34]=[CH:33][CH:32]=2)=[C:37]([F:54])[CH:38]=1)[CH2:50][CH2:51][CH3:52]. The yield is 0.870. (2) The reactants are Cl[C:2]1[N:7]=[C:6]([N:8]2[CH2:13][CH2:12][N:11]([CH3:14])[CH2:10][CH2:9]2)[CH:5]=[N:4][C:3]=1[N+:15]([O-:17])=[O:16].CN1[CH2:24][CH2:23][NH:22][CH2:21][CH2:20]1.[CH3:25][CH2:26]OC(C)=O. No catalyst specified. The product is [CH3:14][N:11]1[CH2:12][CH2:13][N:8]([C:6]2[CH:5]=[N:4][C:3]([N+:15]([O-:17])=[O:16])=[C:2]([N:22]3[CH2:23][CH2:24][CH:25]([CH3:26])[CH2:20][CH2:21]3)[N:7]=2)[CH2:9][CH2:10]1. The yield is 0.960. (3) The reactants are [ClH:1].Cl.[NH2:3][CH:4]1[CH2:9][CH2:8][N:7]([CH2:10][CH:11]2[N:21]3[C:22]4[N:13]([C:14](=[O:24])[CH:15]=[CH:16][C:17]=4[CH:18]=[CH:19][C:20]3=[O:23])[CH2:12]2)[CH2:6][CH2:5]1.C([N:27]([CH2:30][CH3:31])[CH2:28][CH3:29])C.BrC1[C:42]([CH:43]=[O:44])=NC2NC(=O)CSC=2C=1.[BH-](OC(C)=O)(OC(C)=O)[O:47][C:48]([CH3:50])=O.[Na+].C(=O)(O)[O-].[Na+]. The catalyst is C(Cl)Cl.CO. The product is [ClH:1].[O:44]1[C:43]2[CH:42]=[C:28]([CH2:29][NH:3][CH:4]3[CH2:5][CH2:6][N:7]([CH2:10][CH:11]4[N:21]5[C:22]6[N:13]([C:14](=[O:24])[CH:15]=[CH:16][C:17]=6[CH:18]=[CH:19][C:20]5=[O:23])[CH2:12]4)[CH2:8][CH2:9]3)[N:27]=[CH:30][C:31]=2[O:47][CH2:48][CH2:50]1. The yield is 0.480.